Dataset: Catalyst prediction with 721,799 reactions and 888 catalyst types from USPTO. Task: Predict which catalyst facilitates the given reaction. Reactant: C(O)(C(F)(F)F)=O.[NH2:8][C:9]1[CH:14]=[CH:13][C:12]([CH:15]2[CH2:20][CH2:19][N:18](C(OC(C)(C)C)=O)[CH2:17][CH2:16]2)=[CH:11][CH:10]=1. Product: [NH:18]1[CH2:19][CH2:20][CH:15]([C:12]2[CH:13]=[CH:14][C:9]([NH2:8])=[CH:10][CH:11]=2)[CH2:16][CH2:17]1. The catalyst class is: 2.